From a dataset of Full USPTO retrosynthesis dataset with 1.9M reactions from patents (1976-2016). Predict the reactants needed to synthesize the given product. (1) Given the product [N+:15]([C:12]1[CH:13]=[CH:14][C:6]2[N:5]([CH2:4][CH2:3][CH2:2][N:18]3[CH2:22][CH2:21][CH2:20][CH2:19]3)[CH2:10][CH2:9][S:8][C:7]=2[CH:11]=1)([O-:17])=[O:16], predict the reactants needed to synthesize it. The reactants are: Cl[CH2:2][CH2:3][CH2:4][N:5]1[CH2:10][CH2:9][S:8][C:7]2[CH:11]=[C:12]([N+:15]([O-:17])=[O:16])[CH:13]=[CH:14][C:6]1=2.[NH:18]1[CH2:22][CH2:21][CH2:20][CH2:19]1.C(=O)([O-])[O-].[K+].[K+].[I-].[K+]. (2) Given the product [CH2:2]([O:4][C:5]([C:7]1[CH:8]([C:33]2[CH:38]=[CH:37][CH:36]=[C:35]([CH2:39][C:40](=[O:42])[NH2:43])[CH:34]=2)[C:9]2[C:22](=[O:23])[O:21][CH:20]([C:24]3[C:25]([CH3:32])=[CH:26][C:27]([CH3:31])=[CH:28][C:29]=3[CH3:30])[CH2:19][C:10]=2[NH:11][C:12]=1[CH2:13][O:14][C:15]([CH3:18])([CH3:17])[CH3:16])=[O:6])[CH3:3], predict the reactants needed to synthesize it. The reactants are: [Cl-].[CH2:2]([O:4][C:5]([C:7]1[CH:8]([C:33]2[CH:38]=[CH:37][CH:36]=[C:35]([CH2:39][C:40]([OH:42])=O)[CH:34]=2)[C:9]2[C:22](=[O:23])[O:21][CH:20]([C:24]3[C:29]([CH3:30])=[CH:28][C:27]([CH3:31])=[CH:26][C:25]=3[CH3:32])[CH2:19][C:10]=2[NH:11][C:12]=1[CH2:13][O:14][C:15]([CH3:18])([CH3:17])[CH3:16])=[O:6])[CH3:3].[NH3:43]. (3) Given the product [F:1][C:2]1[CH:3]=[N:4][N:5]([CH3:18])[C:6]=1[C:7]1[CH:12]=[C:11]([NH2:13])[CH:10]=[CH:9][C:8]=1[O:16][CH3:17], predict the reactants needed to synthesize it. The reactants are: [F:1][C:2]1[CH:3]=[N:4][N:5]([CH3:18])[C:6]=1[C:7]1[CH:12]=[C:11]([N+:13]([O-])=O)[CH:10]=[CH:9][C:8]=1[O:16][CH3:17].[OH-].[Na+].CCOC(C)=O. (4) Given the product [C:1]([C:4]1[N:5]=[C:6]2[N:11]=[C:10]([CH3:12])[C:9]([CH2:13][NH:14][C:15](=[O:21])[O:16][C:17]([CH3:20])([CH3:19])[CH3:18])=[C:8]([C:22]3[CH:27]=[CH:26][C:25]([Cl:28])=[CH:24][C:23]=3[Cl:29])[N:7]2[CH:30]=1)(=[S:40])[NH2:2], predict the reactants needed to synthesize it. The reactants are: [C:1]([C:4]1[N:5]=[C:6]2[N:11]=[C:10]([CH3:12])[C:9]([CH2:13][NH:14][C:15](=[O:21])[O:16][C:17]([CH3:20])([CH3:19])[CH3:18])=[C:8]([C:22]3[CH:27]=[CH:26][C:25]([Cl:28])=[CH:24][C:23]=3[Cl:29])[N:7]2[CH:30]=1)(=O)[NH2:2].COC1C=CC(P2(SP(C3C=CC(OC)=CC=3)(=S)S2)=[S:40])=CC=1.O. (5) Given the product [CH3:1][N:2]1[C:3](=[O:20])[C:4]2[C:9](=[CH:8][CH:7]=[C:6]([C:22]3[S:26][C:25]([CH:27]=[O:28])=[CH:24][CH:23]=3)[CH:5]=2)[CH2:10]1, predict the reactants needed to synthesize it. The reactants are: [CH3:1][N:2]1[CH2:10][C:9]2[C:4](=[CH:5][C:6](B3OC(C)(C)C(C)(C)O3)=[CH:7][CH:8]=2)[C:3]1=[O:20].Br[C:22]1[S:26][C:25]([CH:27]2OCC[O:28]2)=[CH:24][CH:23]=1. (6) Given the product [O:29]=[S:26]1(=[O:30])[CH2:25][CH2:24][N:23]([CH2:22][C@@H:20]2[CH2:21][C@H:18]([N:8]3[C:4]4[N:5]=[CH:6][N:7]=[C:2]([NH2:1])[C:3]=4[C:10]([C:11]4[CH:16]=[CH:15][CH:14]=[C:13]([O:17][CH2:31][C@@H:32]5[CH2:33][CH2:34][CH2:35][O:36]5)[CH:12]=4)=[CH:9]3)[CH2:19]2)[CH2:28][CH2:27]1, predict the reactants needed to synthesize it. The reactants are: [NH2:1][C:2]1[C:3]2[C:10]([C:11]3[CH:12]=[C:13]([OH:17])[CH:14]=[CH:15][CH:16]=3)=[CH:9][N:8]([C@H:18]3[CH2:21][C@@H:20]([CH2:22][N:23]4[CH2:28][CH2:27][S:26](=[O:30])(=[O:29])[CH2:25][CH2:24]4)[CH2:19]3)[C:4]=2[N:5]=[CH:6][N:7]=1.[CH2:31](O)[C@H:32]1[O:36][CH2:35][CH2:34][CH2:33]1. (7) Given the product [C:6]([C:7]1[S:15][C:14]2[C:13]([Cl:16])=[N:12][CH:11]=[N:10][C:9]=2[CH:8]=1)#[CH:5], predict the reactants needed to synthesize it. The reactants are: C[Si]([C:5]#[C:6][C:7]1[S:15][C:14]2[C:13]([Cl:16])=[N:12][CH:11]=[N:10][C:9]=2[CH:8]=1)(C)C.[F-].C([N+](CCCC)(CCCC)CCCC)CCC.O. (8) Given the product [ClH:1].[F:24][C:20]1[CH:19]=[C:18]([CH:23]=[CH:22][CH:21]=1)[CH2:17][NH:16][C:14]1[N:13]([CH3:25])[C:12]2[CH:26]=[CH:27][C:9]([N:8]([CH3:28])[C:6]3[CH:5]=[CH:4][N:3]=[C:2]([NH:29][C:30]4[CH:35]=[CH:34][C:33]([CH2:36][S:37]([NH2:40])(=[O:38])=[O:39])=[CH:32][CH:31]=4)[N:7]=3)=[CH:10][C:11]=2[N:15]=1, predict the reactants needed to synthesize it. The reactants are: [Cl:1][C:2]1[N:7]=[C:6]([N:8]([CH3:28])[C:9]2[CH:27]=[CH:26][C:12]3[N:13]([CH3:25])[C:14]([NH:16][CH2:17][C:18]4[CH:23]=[CH:22][CH:21]=[C:20]([F:24])[CH:19]=4)=[N:15][C:11]=3[CH:10]=2)[CH:5]=[CH:4][N:3]=1.[NH2:29][C:30]1[CH:35]=[CH:34][C:33]([CH2:36][S:37]([NH2:40])(=[O:39])=[O:38])=[CH:32][CH:31]=1. (9) Given the product [CH3:17][O:1][C:2]1[C:3]([C:14](=[O:16])[CH3:15])=[CH:4][C:5]2[O:10][CH2:9][CH2:8][O:7][C:6]=2[C:11]=1[O:12][CH3:13], predict the reactants needed to synthesize it. The reactants are: [OH:1][C:2]1[C:3]([C:14](=[O:16])[CH3:15])=[CH:4][C:5]2[O:10][CH2:9][CH2:8][O:7][C:6]=2[C:11]=1[O:12][CH3:13].[CH3:17]I.